The task is: Predict which catalyst facilitates the given reaction.. This data is from Catalyst prediction with 721,799 reactions and 888 catalyst types from USPTO. (1) Reactant: OCC1COC(=O)O1.CN(C)C1CCCCC1.[N-:18]=[C:19]=[O:20].[N-:21]=[C:22]=[O:23].[C:24]1([CH3:30])[CH:29]=[CH:28][CH:27]=[CH:26][CH:25]=1. Product: [CH3:30][C:24]1[C:25](=[CH:26][C:27](=[CH:28][CH:29]=1)[N:21]=[C:22]=[O:23])[N:18]=[C:19]=[O:20]. The catalyst class is: 7. (2) Reactant: [C:1]([O:5][C:6](=[O:22])[CH2:7][CH2:8][N:9]1[CH2:14][CH2:13][O:12][CH:11]([C:15]2[CH:20]=[CH:19][C:18]([OH:21])=[CH:17][CH:16]=2)[CH2:10]1)([CH3:4])([CH3:3])[CH3:2].C(N(C(C)C)C(C)C)C.[Cl:32][C:33]1[CH:41]=[CH:40][CH:39]=[C:38]([Cl:42])[C:34]=1[C:35](Cl)=[O:36]. Product: [C:1]([O:5][C:6]([CH2:7][CH2:8][N:9]1[CH2:14][CH2:13][O:12][CH:11]([C:15]2[CH:16]=[CH:17][C:18]([O:21][C:35](=[O:36])[C:34]3[C:33]([Cl:32])=[CH:41][CH:40]=[CH:39][C:38]=3[Cl:42])=[CH:19][CH:20]=2)[CH2:10]1)=[O:22])([CH3:4])([CH3:2])[CH3:3]. The catalyst class is: 23. (3) The catalyst class is: 57. Product: [Cl:22][C:6]1[C:5]([CH3:16])=[C:4]([C:17]2[O:18][CH:19]=[CH:20][CH:21]=2)[N:3]=[C:2]([NH2:1])[N:7]=1. Reactant: [NH2:1][C:2]1[N:7]=[C:6](OS(C(F)(F)F)(=O)=O)[C:5]([CH3:16])=[C:4]([C:17]2[O:18][CH:19]=[CH:20][CH:21]=2)[N:3]=1.[ClH:22].Cl.NCC1C=CC2C(=CC=CC=2)N=1. (4) Reactant: Br[C:2]1[CH:3]=[C:4]([C:9]2[N:10]=[C:11]([CH:21]([CH3:23])[CH3:22])[NH:12][C:13]=2[C:14]2[CH:19]=[CH:18][CH:17]=[C:16]([CH3:20])[N:15]=2)[CH:5]=[CH:6][C:7]=1[F:8].[OH:24][C:25]1[CH:30]=[CH:29][C:28](B(O)O)=[CH:27][CH:26]=1.O.C(=O)([O-])[O-].[Na+].[Na+]. Product: [F:8][C:7]1[CH:6]=[CH:5][C:4]([C:9]2[N:10]=[C:11]([CH:21]([CH3:23])[CH3:22])[NH:12][C:13]=2[C:14]2[CH:19]=[CH:18][CH:17]=[C:16]([CH3:20])[N:15]=2)=[CH:3][C:2]=1[C:28]1[CH:29]=[CH:30][C:25]([OH:24])=[CH:26][CH:27]=1. The catalyst class is: 837.